From a dataset of Forward reaction prediction with 1.9M reactions from USPTO patents (1976-2016). Predict the product of the given reaction. (1) Given the reactants [Si]([O:8][CH2:9][CH2:10][O:11][C:12]1[CH:43]=[C:42]([F:44])[C:15]([CH2:16][S:17][C:18]2[N:19]([C:35]3[CH:40]=[CH:39][C:38]([F:41])=[CH:37][CH:36]=3)[C:20]([C:23]([C:26]3[CH:31]=[CH:30][C:29]([Cl:32])=[C:28]([O:33][CH3:34])[CH:27]=3)([CH3:25])[CH3:24])=[CH:21][N:22]=2)=[C:14]([F:45])[CH:13]=1)(C(C)(C)C)(C)C.[F-].C([N+](CCCC)(CCCC)CCCC)CCC, predict the reaction product. The product is: [Cl:32][C:29]1[CH:30]=[CH:31][C:26]([C:23]([C:20]2[N:19]([C:35]3[CH:40]=[CH:39][C:38]([F:41])=[CH:37][CH:36]=3)[C:18]([S:17][CH2:16][C:15]3[C:14]([F:45])=[CH:13][C:12]([O:11][CH2:10][CH2:9][OH:8])=[CH:43][C:42]=3[F:44])=[N:22][CH:21]=2)([CH3:25])[CH3:24])=[CH:27][C:28]=1[O:33][CH3:34]. (2) Given the reactants [F:1][C:2]1[CH:3]=[C:4]([CH:8]=[CH:9][C:10]=1[O:11][C:12]1[CH:17]=[C:16]([C:18]2[NH:19][C:20]([C:23]3[S:24][CH:25]=[CH:26][N:27]=3)=[CH:21][CH:22]=2)[CH:15]=[C:14]([O:28][C@@H:29]([CH3:33])[CH2:30][O:31][CH3:32])[CH:13]=1)[C:5](O)=[O:6].[NH:34]1[CH2:38][CH2:37][CH2:36][CH2:35]1.CN(C(ON1N=NC2C=CC=NC1=2)=[N+](C)C)C.F[P-](F)(F)(F)(F)F.C(N(CC)C(C)C)(C)C, predict the reaction product. The product is: [F:1][C:2]1[CH:3]=[C:4]([C:5]([N:34]2[CH2:38][CH2:37][CH2:36][CH2:35]2)=[O:6])[CH:8]=[CH:9][C:10]=1[O:11][C:12]1[CH:17]=[C:16]([C:18]2[NH:19][C:20]([C:23]3[S:24][CH:25]=[CH:26][N:27]=3)=[CH:21][CH:22]=2)[CH:15]=[C:14]([O:28][C@@H:29]([CH3:33])[CH2:30][O:31][CH3:32])[CH:13]=1. (3) Given the reactants [CH3:1][O:2][C:3]1[CH:8]=[C:7]([O:9][CH3:10])[CH:6]=[CH:5][C:4]=1B(O)O.C([O:17][C@@H:18]1[C@@H:31]([O:32]C(=O)C)[C@H:30]([O:36]C(=O)C)[CH2:29][S:28][C@H:19]1[O:20][C:21]1[CH:22]=[N:23][CH:24]=[C:25](Br)[CH:26]=1)(=O)C, predict the reaction product. The product is: [O:20]([C:21]1[CH:22]=[N:23][CH:24]=[C:25]([C:4]2[CH:5]=[CH:6][C:7]([O:9][CH3:10])=[CH:8][C:3]=2[O:2][CH3:1])[CH:26]=1)[C@@H:19]1[S:28][CH2:29][C@@H:30]([OH:36])[C@H:31]([OH:32])[C@H:18]1[OH:17]. (4) Given the reactants [C:1]1([C:11]2[CH:18]=[CH:17][CH:16]=[CH:15][C:12]=2[CH2:13]O)[C:10]2[C:5](=[CH:6][CH:7]=[CH:8][CH:9]=2)[CH:4]=[CH:3][CH:2]=1.O=S(Cl)[Cl:21], predict the reaction product. The product is: [C:1]1([C:11]2[CH:18]=[CH:17][CH:16]=[CH:15][C:12]=2[CH2:13][Cl:21])[C:10]2[C:5](=[CH:6][CH:7]=[CH:8][CH:9]=2)[CH:4]=[CH:3][CH:2]=1. (5) Given the reactants [C:1]([O:5][C:6]([N:8]1[C:17]2[C:12](=[CH:13][CH:14]=[C:15]([OH:18])[CH:16]=2)[CH2:11][CH2:10][CH2:9]1)=[O:7])([CH3:4])([CH3:3])[CH3:2].[H-].[Na+].[CH3:21]I, predict the reaction product. The product is: [C:1]([O:5][C:6]([N:8]1[C:17]2[C:12](=[CH:13][CH:14]=[C:15]([O:18][CH3:21])[CH:16]=2)[CH2:11][CH2:10][CH2:9]1)=[O:7])([CH3:4])([CH3:2])[CH3:3]. (6) Given the reactants Br[C:2]1[CH:3]=[CH:4][C:5]2[C:11]3[S:12][C:13]([C:15]([N:17]([C:19]4[CH:24]=[CH:23][CH:22]=[CH:21][C:20]=4[Cl:25])[CH3:18])=[O:16])=[CH:14][C:10]=3[CH2:9][CH2:8][O:7][C:6]=2[CH:26]=1.F[B-](F)(F)F.C([PH+](C(C)(C)C)C(C)(C)C)(C)(C)C.C1CCN2C(=NCCC2)CC1.[CH2:56]([O:58][C:59](=[O:61])C)C, predict the reaction product. The product is: [Cl:25][C:20]1[CH:21]=[CH:22][CH:23]=[CH:24][C:19]=1[N:17]([CH3:18])[C:15]([C:13]1[S:12][C:11]2[C:5]3[CH:4]=[CH:3][C:2]([C:59]([O:58][CH3:56])=[O:61])=[CH:26][C:6]=3[O:7][CH2:8][CH2:9][C:10]=2[CH:14]=1)=[O:16]. (7) Given the reactants [O-]S(S([O-])=O)=O.[Na+].[Na+].[NH4+].[OH-].[F:11][C:12]1[CH:17]=[CH:16][CH:15]=[CH:14][C:13]=1[C:18]([N:20]1[CH2:25][CH2:24][N:23]([C:26]2[C:35]3[C:30](=[CH:31][CH:32]=[CH:33][CH:34]=3)[C:29]([N+:36]([O-])=O)=[CH:28][N:27]=2)[CH2:22][CH2:21]1)=[O:19].C1COCC1, predict the reaction product. The product is: [NH2:36][C:29]1[C:30]2[C:35](=[CH:34][CH:33]=[CH:32][CH:31]=2)[C:26]([N:23]2[CH2:24][CH2:25][N:20]([C:18]([C:13]3[CH:14]=[CH:15][CH:16]=[CH:17][C:12]=3[F:11])=[O:19])[CH2:21][CH2:22]2)=[N:27][CH:28]=1. (8) The product is: [S:41]1[CH2:36][CH:35]1[CH2:34][S:33][S:32][CH2:31][CH:30]1[S:42][CH2:29]1. Given the reactants ClCC(O)CSSCC(O)CCl.[OH-].[Na+].NC(N)=S.C(OC(=O)C)(=O)C.O1CC1C[CH:29]1[S:42][CH:30]1[CH2:31][S:32][S:33][CH2:34][CH:35]1[S:41][CH:36]1CC1OC1, predict the reaction product. (9) Given the reactants Br[C:2]1[C:10]2[C:9]([NH:11][C@H:12]([C:14]3[N:19]([C:20]4[CH:25]=[CH:24][CH:23]=[CH:22][CH:21]=4)[C:18](=[O:26])[C:17]4=[C:27]([CH3:30])[CH:28]=[CH:29][N:16]4[N:15]=3)[CH3:13])=[N:8][CH:7]=[N:6][C:5]=2[N:4]([CH2:31][O:32][CH2:33][CH2:34][Si:35]([CH3:38])([CH3:37])[CH3:36])[CH:3]=1.[Cl:39][C:40]1[CH:45]=[CH:44][CH:43]=[C:42](B2OC(C)(C)C(C)(C)O2)[C:41]=1[OH:55].C(=O)([O-])[O-].[Na+].[Na+], predict the reaction product. The product is: [Cl:39][C:40]1[C:41]([OH:55])=[C:42]([C:2]2[C:10]3[C:9]([NH:11][C@H:12]([C:14]4[N:19]([C:20]5[CH:25]=[CH:24][CH:23]=[CH:22][CH:21]=5)[C:18](=[O:26])[C:17]5=[C:27]([CH3:30])[CH:28]=[CH:29][N:16]5[N:15]=4)[CH3:13])=[N:8][CH:7]=[N:6][C:5]=3[N:4]([CH2:31][O:32][CH2:33][CH2:34][Si:35]([CH3:38])([CH3:37])[CH3:36])[CH:3]=2)[CH:43]=[CH:44][CH:45]=1. (10) Given the reactants Cl[CH:2]([O:4][C:5](=[O:32])[N:6]([C:15]1[CH:20]=[CH:19][C:18]([C:21](=[O:30])[C:22]2[CH:27]=[CH:26][C:25]([Cl:28])=[CH:24][C:23]=2[CH3:29])=[C:17]([Cl:31])[CH:16]=1)[C:7]1[CH:12]=[CH:11][C:10]([F:13])=[CH:9][C:8]=1[CH3:14])[CH3:3].[C:33]([O-:38])(=[O:37])[CH2:34][CH2:35][CH3:36].C([N+](CCCC)(CCCC)CCCC)CCC, predict the reaction product. The product is: [Cl:31][C:17]1[CH:16]=[C:15]([N:6]([C:7]2[CH:12]=[CH:11][C:10]([F:13])=[CH:9][C:8]=2[CH3:14])[C:5]([O:4][CH:2]([O:38][C:33](=[O:37])[CH2:34][CH2:35][CH3:36])[CH3:3])=[O:32])[CH:20]=[CH:19][C:18]=1[C:21](=[O:30])[C:22]1[CH:27]=[CH:26][C:25]([Cl:28])=[CH:24][C:23]=1[CH3:29].